Dataset: Reaction yield outcomes from USPTO patents with 853,638 reactions. Task: Predict the reaction yield, written as a fraction of the theoretical maximum amount of product (1.0 means a 100% yield; for example, 0.34 means a 34% yield). (1) The reactants are [NH:1]1[CH2:5][CH2:4][CH2:3][CH2:2]1.C(N(CC)CC)C.ON1C2C=CC=CC=2N=N1.Cl.CN(C)CCCN=C=NCC.[F:35][C:36]1[CH:37]=[C:38]([NH2:45])[C:39](=[CH:43][CH:44]=1)[C:40](O)=[O:41]. The catalyst is O.CN(C=O)C. The product is [NH2:45][C:38]1[CH:37]=[C:36]([F:35])[CH:44]=[CH:43][C:39]=1[C:40]([N:1]1[CH2:5][CH2:4][CH2:3][CH2:2]1)=[O:41]. The yield is 0.620. (2) The reactants are [Cl:1][C:2]1[CH:3]=[CH:4][C:5]2[N:6]([C:8]([C:11]([C:14]3[CH:15]=[C:16]4[C:20](=[CH:21][CH:22]=3)[N:19]([CH3:23])[N:18]=[CH:17]4)(O)[CH3:12])=[CH:9][N:10]=2)[N:7]=1.II.O[PH2]=O.ClC1C=CC2N(C(CC3C=C4C(=CC=3F)N(C)N=C4)=CN=2)N=1. No catalyst specified. The product is [Cl:1][C:2]1[CH:3]=[CH:4][C:5]2[N:6]([C:8]([CH:11]([C:14]3[CH:15]=[C:16]4[C:20](=[CH:21][CH:22]=3)[N:19]([CH3:23])[N:18]=[CH:17]4)[CH3:12])=[CH:9][N:10]=2)[N:7]=1. The yield is 0.910. (3) The reactants are [OH:1][C:2]1[CH:7]=[C:6]([CH3:8])[C:5]([NH:9][CH:10]=[O:11])=[C:4]([CH3:12])[C:3]=1[CH3:13].Br[CH2:15][C:16]([CH3:25])=[CH:17][C:18]1[CH:23]=[CH:22][C:21]([F:24])=[CH:20][CH:19]=1. The catalyst is C(OCC)(=O)C.CCCCCC. The product is [F:24][C:21]1[CH:22]=[CH:23][C:18]([CH:17]=[C:16]([CH3:25])[CH2:15][O:1][C:2]2[CH:7]=[C:6]([CH3:8])[C:5]([NH:9][CH:10]=[O:11])=[C:4]([CH3:12])[C:3]=2[CH3:13])=[CH:19][CH:20]=1. The yield is 0.520. (4) The reactants are Cl[CH2:2][C:3]([N:5]([O:7][CH3:8])[CH3:6])=[O:4].S[C:10]1[CH:11]=[C:12](O)C=[CH:14][CH:15]=1.C([O-])([O-])=O.[K+].[K+].OO.C(O[K])(C)(C)C.ICCCC=C. The catalyst is CN(C=O)C.CCCC[N+](CCCC)(CCCC)CCCC.[I-]. The product is [CH3:8][O:7][N:5]([CH3:6])[C:3](=[O:4])[CH:2]=[CH:12][CH2:11][CH2:10][CH:15]=[CH2:14]. The yield is 0.770. (5) The reactants are CON(C)[C:4](=[O:12])[C:5]1[C:6](=[CH:8][CH:9]=[CH:10][CH:11]=1)[NH2:7].[C:14]1(Br)[C:23]2[C:18](=[CH:19][CH:20]=[CH:21][CH:22]=2)[CH:17]=[CH:16][CH:15]=1.[CH3:25][CH2:26][CH2:27][CH2:28][CH2:29][CH3:30].C([Li])CCC.Cl. The catalyst is C1COCC1. The product is [C:14]1([C:27]2([C:4](=[O:12])[C:5]3[CH:11]=[CH:10][CH:9]=[CH:8][C:6]=3[NH2:7])[CH:26]=[CH:25][CH:30]=[CH:29][CH2:28]2)[C:23]2[C:18](=[CH:19][CH:20]=[CH:21][CH:22]=2)[CH:17]=[CH:16][CH:15]=1. The yield is 0.180. (6) The product is [CH2:18]([O:1][C:2]1[CH:3]=[C:4]2[C:8](=[CH:9][CH:10]=1)[C:7](=[O:11])[CH2:6][CH2:5]2)[CH3:19]. The yield is 0.990. The reactants are [OH:1][C:2]1[CH:3]=[C:4]2[C:8](=[CH:9][CH:10]=1)[C:7](=[O:11])[CH2:6][CH2:5]2.C(=O)([O-])[O-].[K+].[K+].[CH2:18](I)[CH3:19]. The catalyst is CC(C)=O. (7) The reactants are C(Cl)(=O)C(Cl)=O.CS(C)=O.[CH:11]1([CH:16]([N:20]2[CH:24]=[C:23]([C:25]3[C:26]4[CH:33]=[CH:32][N:31]([CH2:34][O:35][CH2:36][CH2:37][Si:38]([CH3:41])([CH3:40])[CH3:39])[C:27]=4[N:28]=[CH:29][N:30]=3)[CH:22]=[N:21]2)[CH2:17][CH2:18][OH:19])[CH2:15][CH2:14][CH2:13][CH2:12]1.O. The catalyst is C(Cl)Cl. The product is [CH:11]1([CH:16]([N:20]2[CH:24]=[C:23]([C:25]3[C:26]4[CH:33]=[CH:32][N:31]([CH2:34][O:35][CH2:36][CH2:37][Si:38]([CH3:39])([CH3:41])[CH3:40])[C:27]=4[N:28]=[CH:29][N:30]=3)[CH:22]=[N:21]2)[CH2:17][CH:18]=[O:19])[CH2:15][CH2:14][CH2:13][CH2:12]1. The yield is 0.820. (8) The reactants are CS(Cl)(=O)=O.[CH2:6]([N:8]([C:14]1[CH:19]=[CH:18][CH:17]=[CH:16][CH:15]=1)[CH2:9][CH:10]([OH:13])[CH2:11]O)[CH3:7].C(N(CC)CC)C.C[O-].[Na+]. The catalyst is ClCCl.C([O-])(O)=O.[Na+]. The product is [CH2:6]([N:8]([CH2:9][CH:10]1[CH2:11][O:13]1)[C:14]1[CH:19]=[CH:18][CH:17]=[CH:16][CH:15]=1)[CH3:7]. The yield is 0.450.